From a dataset of CYP2D6 inhibition data for predicting drug metabolism from PubChem BioAssay. Regression/Classification. Given a drug SMILES string, predict its absorption, distribution, metabolism, or excretion properties. Task type varies by dataset: regression for continuous measurements (e.g., permeability, clearance, half-life) or binary classification for categorical outcomes (e.g., BBB penetration, CYP inhibition). Dataset: cyp2d6_veith. The compound is Cc1ccc(-n2c(=O)cc(N3CCC(C)CC3)[nH]c2=O)cc1. The result is 0 (non-inhibitor).